From a dataset of Forward reaction prediction with 1.9M reactions from USPTO patents (1976-2016). Predict the product of the given reaction. (1) Given the reactants [CH3:1][O:2][C:3]1[N:8]=[CH:7][C:6](B(O)O)=[CH:5][CH:4]=1.Br[C:13]1[CH:18]=[CH:17][C:16]([N+:19]([O-:21])=[O:20])=[C:15]([F:22])[CH:14]=1.C([O-])([O-])=O.[Na+].[Na+].CCOC(C)=O, predict the reaction product. The product is: [F:22][C:15]1[CH:14]=[C:13]([C:6]2[CH:5]=[CH:4][C:3]([O:2][CH3:1])=[N:8][CH:7]=2)[CH:18]=[CH:17][C:16]=1[N+:19]([O-:21])=[O:20]. (2) Given the reactants [CH3:1][O:2][CH2:3][CH2:4][O:5][C:6]1[CH:7]=[C:8]2[N:14](COCC[Si](C)(C)C)[C:13]([C:23]3[CH:28]=[CH:27][N:26]=[C:25]([NH:29][C:30](=[O:32])[CH3:31])[CH:24]=3)=[C:12]([C:33]3[CH:38]=[CH:37][C:36]([O:39][CH3:40])=[CH:35][N:34]=3)[C:9]2=[N:10][CH:11]=1.C(O)(C(F)(F)F)=O, predict the reaction product. The product is: [CH3:1][O:2][CH2:3][CH2:4][O:5][C:6]1[CH:7]=[C:8]2[NH:14][C:13]([C:23]3[CH:28]=[CH:27][N:26]=[C:25]([NH:29][C:30](=[O:32])[CH3:31])[CH:24]=3)=[C:12]([C:33]3[CH:38]=[CH:37][C:36]([O:39][CH3:40])=[CH:35][N:34]=3)[C:9]2=[N:10][CH:11]=1. (3) The product is: [CH3:38][CH:37]([CH3:39])[CH2:36][C@@H:32]([C:33](=[O:34])[NH:17][CH:15]([C:11]1[CH:12]=[CH:13][C:14]2[N:2]([CH3:1])[C:3]3[C:8]([C:9]=2[CH:10]=1)=[CH:7][CH:6]=[CH:5][CH:4]=3)[C:26](=[O:41])[NH:25][CH2:18][C:19]1[CH:24]=[CH:23][CH:22]=[CH:21][CH:20]=1)[CH2:31][C:29]([O:28][CH3:27])=[O:30]. Given the reactants [CH3:1][N:2]1[C:14]2[CH:13]=[CH:12][C:11]([CH:15]=O)=[CH:10][C:9]=2[C:8]2[C:3]1=[CH:4][CH:5]=[CH:6][CH:7]=2.[NH3:17].[CH2:18]([N+:25]#[C-:26])[C:19]1[CH:24]=[CH:23][CH:22]=[CH:21][CH:20]=1.[CH3:27][O:28][C:29]([CH2:31][C@@H:32]([CH2:36][CH:37]([CH3:39])[CH3:38])[C:33](O)=[O:34])=[O:30].C[OH:41], predict the reaction product. (4) Given the reactants [CH:1]1[CH2:6][CH2:5][CH:4]=[CH:3][CH:2]=1.[Li]C(CC)C.CN(CCN(C)C)C.[CH3:20][C:21]([Si:24](Cl)([CH3:26])[CH3:25])([CH3:23])[CH3:22], predict the reaction product. The product is: [C:21]([Si:24]([CH:2]1[CH:1]=[CH:6][CH2:5][CH:4]=[CH:3]1)([CH3:26])[CH3:25])([CH3:23])([CH3:22])[CH3:20].